The task is: Predict the reactants needed to synthesize the given product.. This data is from Full USPTO retrosynthesis dataset with 1.9M reactions from patents (1976-2016). (1) Given the product [Cl:30][C:31]1[CH:32]=[C:33]([C:34]([O:1][NH:2][C:3](=[NH:22])[C:4]2[C:5]([CH3:21])=[C:6]3[C:11](=[CH:12][CH:13]=2)[CH2:10][N:9]([C:14]([O:16][C:17]([CH3:18])([CH3:19])[CH3:20])=[O:15])[CH2:8][CH2:7]3)=[O:35])[CH:37]=[CH:38][C:39]=1[O:40][CH:41]([CH3:43])[CH3:42], predict the reactants needed to synthesize it. The reactants are: [OH:1][NH:2][C:3](=[NH:22])[C:4]1[C:5]([CH3:21])=[C:6]2[C:11](=[CH:12][CH:13]=1)[CH2:10][N:9]([C:14]([O:16][C:17]([CH3:20])([CH3:19])[CH3:18])=[O:15])[CH2:8][CH2:7]2.C(N(CC)CC)C.[Cl:30][C:31]1[CH:32]=[C:33]([CH:37]=[CH:38][C:39]=1[O:40][CH:41]([CH3:43])[CH3:42])[C:34](Cl)=[O:35]. (2) Given the product [C:44]([N:47]1[CH2:52][CH2:51][N:50]([CH2:42][CH:9]([S:8][CH2:1][C:2]2[CH:3]=[CH:4][CH:5]=[CH:6][CH:7]=2)[CH2:10][NH:11][C:12]([C:14]2[NH:15][C:16]3[C:21]([CH:22]=2)=[CH:20][C:19]([O:23][CH2:24][CH2:25][CH2:26][S:27]([CH3:30])(=[O:29])=[O:28])=[CH:18][C:17]=3[N:31]([CH3:41])[S:32]([C:35]2[CH:40]=[CH:39][CH:38]=[CH:37][N:36]=2)(=[O:33])=[O:34])=[O:13])[CH2:49][CH2:48]1)(=[O:46])[CH3:45], predict the reactants needed to synthesize it. The reactants are: [CH2:1]([S:8][CH:9]([CH:42]=O)[CH2:10][NH:11][C:12]([C:14]1[NH:15][C:16]2[C:21]([CH:22]=1)=[CH:20][C:19]([O:23][CH2:24][CH2:25][CH2:26][S:27]([CH3:30])(=[O:29])=[O:28])=[CH:18][C:17]=2[N:31]([CH3:41])[S:32]([C:35]1[CH:40]=[CH:39][CH:38]=[CH:37][N:36]=1)(=[O:34])=[O:33])=[O:13])[C:2]1[CH:7]=[CH:6][CH:5]=[CH:4][CH:3]=1.[C:44]([N:47]1[CH2:52][CH2:51][NH:50][CH2:49][CH2:48]1)(=[O:46])[CH3:45].C(O[BH-](OC(=O)C)OC(=O)C)(=O)C.[Na+].C(O)(=O)CC(CC(O)=O)(C(O)=O)O.C(=O)([O-])O.[Na+]. (3) Given the product [F:15][C:13]1[CH:12]=[C:11]([C@@H:16]2[CH2:20][N:19]([CH2:21][CH2:22][O:23][CH3:24])[CH2:18][C@H:17]2[NH:25][C:36]([NH:35][C:32]2[N:31]([C:45]3[CH:50]=[CH:49][CH:48]=[CH:47][CH:46]=3)[N:30]=[C:29]3[CH2:28][S:27](=[O:51])(=[O:26])[CH2:34][C:33]=23)=[O:37])[CH:10]=[CH:9][C:14]=1[F:1], predict the reactants needed to synthesize it. The reactants are: [F:1]C(F)(F)C(O)=O.F[C:9]1[CH:10]=[C:11]([C@@H:16]2[CH2:20][N:19]([CH2:21][CH2:22][O:23][CH3:24])[CH2:18][C@H:17]2[NH2:25])[CH:12]=[C:13]([F:15])[CH:14]=1.[O:26]=[S:27]1(=[O:51])[CH2:34][C:33]2[C:29](=[N:30][N:31]([C:45]3[CH:50]=[CH:49][CH:48]=[CH:47][CH:46]=3)[C:32]=2[NH:35][C:36](=O)[O:37]C2C=CC=CC=2)[CH2:28]1.CCN(C(C)C)C(C)C. (4) Given the product [CH3:1][S:2]([C:5]1[CH:10]=[CH:9][C:8]([O:11][CH2:14][C:13]#[CH:12])=[CH:7][CH:6]=1)(=[O:3])=[O:4], predict the reactants needed to synthesize it. The reactants are: [CH3:1][S:2]([C:5]1[CH:10]=[CH:9][C:8]([OH:11])=[CH:7][CH:6]=1)(=[O:4])=[O:3].[CH2:12](Br)[C:13]#[CH:14].C([O-])([O-])=O.[K+].[K+].